From a dataset of Full USPTO retrosynthesis dataset with 1.9M reactions from patents (1976-2016). Predict the reactants needed to synthesize the given product. (1) Given the product [CH3:2][O:3][C:4]1[CH:5]=[C:6]([C:13]2[CH2:18][CH2:17][N:16]([CH:21]([CH3:25])[C:22]([NH2:24])=[O:23])[CH2:15][CH:14]=2)[CH:7]=[CH:8][C:9]=1[N+:10]([O-:12])=[O:11], predict the reactants needed to synthesize it. The reactants are: Cl.[CH3:2][O:3][C:4]1[CH:5]=[C:6]([C:13]2[CH2:14][CH2:15][NH:16][CH2:17][CH:18]=2)[CH:7]=[CH:8][C:9]=1[N+:10]([O-:12])=[O:11].Cl.Br[CH:21]([CH3:25])[C:22]([NH2:24])=[O:23].C(=O)([O-])[O-].[Cs+].[Cs+].C(#N)C. (2) Given the product [Cl:30][C:19]1[CH:20]=[C:21]([C:22]2[CH:27]=[CH:26][C:25]([F:28])=[CH:24][C:23]=2[F:29])[C:15]2[O:14][CH:13]([CH2:12][NH:32][CH3:31])[CH2:17][C:16]=2[CH:18]=1, predict the reactants needed to synthesize it. The reactants are: CC1C=CC(S(O[CH2:12][CH:13]2[CH2:17][C:16]3[CH:18]=[C:19]([Cl:30])[CH:20]=[C:21]([C:22]4[CH:27]=[CH:26][C:25]([F:28])=[CH:24][C:23]=4[F:29])[C:15]=3[O:14]2)(=O)=O)=CC=1.[CH3:31][NH2:32]. (3) Given the product [ClH:1].[ClH:1].[CH3:2][NH:3][CH2:4][CH:5]([C:7]1[NH:11][N:10]=[CH:9][CH:8]=1)[OH:6], predict the reactants needed to synthesize it. The reactants are: [ClH:1].[CH3:2][N:3](C(C1C=CC=CC=1)(C1C=CC=CC=1)C1C=CC=CC=1)[CH2:4][CH:5]([C:7]1[N:11](COCC[Si](C)(C)C)[N:10]=[CH:9][CH:8]=1)[OH:6]. (4) Given the product [C:30]([NH:1][CH2:2][C:3]1[C:4]([CH2:21][CH2:22][CH2:23][CH2:24][C:25]([O:27][CH2:28][CH3:29])=[O:26])=[C:5]([C:14]2[CH:15]=[N:16][CH:17]=[C:18]([CH3:20])[CH:19]=2)[C:6]2[N:7]([C:9]([CH2:12][CH3:13])=[CH:10][CH:11]=2)[N:8]=1)(=[O:32])[CH3:31], predict the reactants needed to synthesize it. The reactants are: [NH2:1][CH2:2][C:3]1[C:4]([CH2:21][CH2:22][CH2:23][CH2:24][C:25]([O:27][CH2:28][CH3:29])=[O:26])=[C:5]([C:14]2[CH:15]=[N:16][CH:17]=[C:18]([CH3:20])[CH:19]=2)[C:6]2[N:7]([C:9]([CH2:12][CH3:13])=[CH:10][CH:11]=2)[N:8]=1.[C:30](OC(=O)C)(=[O:32])[CH3:31]. (5) Given the product [C:18]([O:17][C:15]([N:12]1[CH2:11][CH2:10][N:9]([C:7]2[CH:6]=[CH:5][C:4]([C:22]([OH:24])=[O:23])=[C:3]([O:2][CH3:1])[N:8]=2)[CH2:14][CH2:13]1)=[O:16])([CH3:21])([CH3:20])[CH3:19], predict the reactants needed to synthesize it. The reactants are: [CH3:1][O:2][C:3]1[N:8]=[C:7]([N:9]2[CH2:14][CH2:13][N:12]([C:15]([O:17][C:18]([CH3:21])([CH3:20])[CH3:19])=[O:16])[CH2:11][CH2:10]2)[CH:6]=[CH:5][C:4]=1[C:22]([O:24]C)=[O:23].[OH-].[Na+].